From a dataset of Reaction yield outcomes from USPTO patents with 853,638 reactions. Predict the reaction yield, written as a fraction of the theoretical maximum amount of product (1.0 means a 100% yield; for example, 0.34 means a 34% yield). The reactants are Cl[C:2]1[CH:9]=[CH:8][C:5]([C:6]#[N:7])=[CH:4][N:3]=1.FC(F)(F)C(O)=O.[NH2:17][CH2:18][CH2:19][CH2:20][O:21][C:22]1[CH:23]=[C:24]2[C:28](=[CH:29][CH:30]=1)[C@H:27]([CH2:31][C:32]([O:34][CH2:35][CH3:36])=[O:33])[CH2:26][CH2:25]2. The catalyst is CC#N.O1CCOCC1. The product is [C:6]([C:5]1[CH:8]=[CH:9][C:2]([NH:17][CH2:18][CH2:19][CH2:20][O:21][C:22]2[CH:23]=[C:24]3[C:28](=[CH:29][CH:30]=2)[C@H:27]([CH2:31][C:32]([O:34][CH2:35][CH3:36])=[O:33])[CH2:26][CH2:25]3)=[N:3][CH:4]=1)#[N:7]. The yield is 0.540.